Dataset: Forward reaction prediction with 1.9M reactions from USPTO patents (1976-2016). Task: Predict the product of the given reaction. (1) Given the reactants O.[OH-].[Li+].C(OP([CH:12]1[C:21](=[O:22])[N:20]2[C@H:15]([CH2:16][CH2:17][CH2:18][C@H:19]2[C:23]2[CH:28]=[CH:27][CH:26]=[CH:25][C:24]=2[F:29])[CH2:14][CH2:13]1)(=O)OCC)C.[CH3:30][O:31][C:32]1[CH:33]=[C:34]([CH:37]=[CH:38][C:39]=1[N:40]1[CH:44]=[C:43]([CH3:45])[N:42]=[CH:41]1)[CH:35]=O.C(OCC)(=O)C, predict the reaction product. The product is: [F:29][C:24]1[CH:25]=[CH:26][CH:27]=[CH:28][C:23]=1[CH:19]1[CH2:18][CH2:17][CH2:16][CH:15]2[N:20]1[C:21](=[O:22])[C:12](=[CH:35][C:34]1[CH:37]=[CH:38][C:39]([N:40]3[CH:44]=[C:43]([CH3:45])[N:42]=[CH:41]3)=[C:32]([O:31][CH3:30])[CH:33]=1)[CH2:13][CH2:14]2. (2) The product is: [NH2:8][C:5]1[N:4]=[CH:3][C:2]([C:10]([F:17])([F:16])[C:11]([O:13][CH2:14][CH3:15])=[O:12])=[CH:7][N:6]=1. Given the reactants I[C:2]1[CH:3]=[N:4][C:5]([NH2:8])=[N:6][CH:7]=1.Br[C:10]([F:17])([F:16])[C:11]([O:13][CH2:14][CH3:15])=[O:12].[Cl-].[NH4+], predict the reaction product. (3) Given the reactants C([O:8][C:9]1[CH:14]=[C:13]([C:15]2[N:19]([CH3:20])[C:18]([O:21][CH:22]([C:24]3[CH:28]=[C:27]([C:29]4[CH:34]=[CH:33][CH:32]=[C:31]([Cl:35])[CH:30]=4)[O:26][N:25]=3)[CH3:23])=[N:17][N:16]=2)[CH:12]=[CH:11][N:10]=1)C1C=CC=CC=1, predict the reaction product. The product is: [Cl:35][C:31]1[CH:30]=[C:29]([C:27]2[O:26][N:25]=[C:24]([CH:22]([O:21][C:18]3[N:19]([CH3:20])[C:15]([C:13]4[CH:12]=[CH:11][NH:10][C:9](=[O:8])[CH:14]=4)=[N:16][N:17]=3)[CH3:23])[CH:28]=2)[CH:34]=[CH:33][CH:32]=1. (4) Given the reactants [CH2:1]([C@@H:8]1[C@@H:16]([OH:17])[C@H:15]([CH3:18])[O:14][C:13](=[O:19])[C@@H:12]([NH:20][C:21](=[O:27])[O:22][C:23]([CH3:26])([CH3:25])[CH3:24])[CH2:11][O:10][CH2:9]1)[C:2]1[CH:7]=[CH:6][CH:5]=[CH:4][CH:3]=1.[C:28]([O:32][CH3:33])(=[O:31])[C:29]#[CH:30], predict the reaction product. The product is: [CH2:1]([C@H:8]1[CH2:9][O:10][CH2:11][C@H:12]([NH:20][C:21]([O:22][C:23]([CH3:26])([CH3:25])[CH3:24])=[O:27])[C:13](=[O:19])[O:14][C@@H:15]([CH3:18])[C@@H:16]1[O:17]/[CH:30]=[CH:29]/[C:28]([O:32][CH3:33])=[O:31])[C:2]1[CH:3]=[CH:4][CH:5]=[CH:6][CH:7]=1. (5) Given the reactants [CH3:1][O:2][C:3](=[O:19])[C:4]([C:12]1[CH:17]=[CH:16][C:15]([Br:18])=[CH:14][CH:13]=1)([CH:9]([CH3:11])[CH3:10])[CH2:5][CH2:6][CH2:7]Br.[C:20]1([N:26]2[CH2:31][CH2:30][NH:29][CH2:28][CH2:27]2)[CH:25]=[CH:24][CH:23]=[CH:22][CH:21]=1.N1CCNCC1.CCN(CC)CC.I([O-])(=O)=O.[Na+], predict the reaction product. The product is: [CH3:1][O:2][C:3](=[O:19])[C:4]([C:12]1[CH:17]=[CH:16][C:15]([Br:18])=[CH:14][CH:13]=1)([CH:9]([CH3:11])[CH3:10])[CH2:5][CH2:6][CH2:7][N:29]1[CH2:30][CH2:31][N:26]([C:20]2[CH:25]=[CH:24][CH:23]=[CH:22][CH:21]=2)[CH2:27][CH2:28]1. (6) Given the reactants [CH3:1][Li].[CH2:3]([N:10]1[CH2:15][CH2:14][C:13](=[O:16])[CH2:12][CH2:11]1)[C:4]1[CH:9]=[CH:8][CH:7]=[CH:6][CH:5]=1.O, predict the reaction product. The product is: [CH2:3]([N:10]1[CH2:15][CH2:14][C:13]([CH3:1])([OH:16])[CH2:12][CH2:11]1)[C:4]1[CH:5]=[CH:6][CH:7]=[CH:8][CH:9]=1.